This data is from Full USPTO retrosynthesis dataset with 1.9M reactions from patents (1976-2016). The task is: Predict the reactants needed to synthesize the given product. (1) Given the product [I:1][C:2]1[CH:3]=[C:4]([NH:5][C:30]([C:26]2[S:27][CH:28]=[CH:29][C:25]=2[NH:24][CH2:23][C:16]2[C:17]3[C:22](=[CH:21][CH:20]=[CH:19][CH:18]=3)[N:13]=[CH:14][CH:15]=2)=[O:31])[CH:6]=[CH:7][CH:8]=1, predict the reactants needed to synthesize it. The reactants are: [I:1][C:2]1[CH:3]=[C:4]([CH:6]=[CH:7][CH:8]=1)[NH2:5].C[Al](C)C.[N:13]1[C:22]2[C:17](=[CH:18][CH:19]=[CH:20][CH:21]=2)[C:16]([CH2:23][NH:24][C:25]2[CH:29]=[CH:28][S:27][C:26]=2[C:30](OC)=[O:31])=[CH:15][CH:14]=1.[OH-].[Na+]. (2) Given the product [CH2:44]([O:46][C:47](=[O:50])[CH:48]=[CH:49][C:31]1[CH:36]=[N:35][C:34]([C:37]2[CH:42]=[CH:41][CH:40]=[CH:39][C:38]=2[F:43])=[CH:33][CH:32]=1)[CH3:45], predict the reactants needed to synthesize it. The reactants are: C1(C)C=CC=CC=1P(C1C=CC=CC=1C)C1C=CC=CC=1C.C(N(CC)CC)C.Br[C:31]1[CH:32]=[CH:33][C:34]([C:37]2[CH:42]=[CH:41][CH:40]=[CH:39][C:38]=2[F:43])=[N:35][CH:36]=1.[CH2:44]([O:46][C:47](=[O:50])[CH:48]=[CH2:49])[CH3:45]. (3) Given the product [Br:1][C:2]1[CH:3]=[C:8]([CH:44]=[C:45]([CH3:46])[C:47]2[CH:35]=[CH:36][CH:31]=[CH:32][CH:33]=2)[CH:9]=[CH:10][CH:15]=1, predict the reactants needed to synthesize it. The reactants are: [Br:1][C:2]1[C:15]2[C:10](=CC=CC=2)[C:9]([C:9]2[C:8]3[C:3]([C:2]([Br:1])=[C:15]4[C:10]=2C=CC=C4)=CC=CC=3)=[C:8]2[C:3]=1C=CC=C2.[C:31]1(C)[CH:36]=[CH:35]C=[CH:33][CH:32]=1.[H-].[CH2:44]([Al+][CH2:44][CH:45]([CH3:47])[CH3:46])[CH:45]([CH3:47])[CH3:46].